This data is from Forward reaction prediction with 1.9M reactions from USPTO patents (1976-2016). The task is: Predict the product of the given reaction. (1) Given the reactants [OH-:1].[K+].O[C:4]1[CH:11]=[CH:10][CH:9]=[CH:8][C:5]=1[CH:6]=[O:7].Br[CH2:13][CH2:14][CH2:15][CH2:16][CH2:17][CH2:18][CH2:19][CH2:20][CH2:21][CH2:22][CH2:23][CH2:24][CH2:25][CH2:26][CH3:27].O, predict the reaction product. The product is: [CH2:13]([O:1][C:10]1[CH:9]=[CH:8][C:5]([CH:6]=[O:7])=[CH:4][CH:11]=1)[CH2:14][CH2:15][CH2:16][CH2:17][CH2:18][CH2:19][CH2:20][CH2:21][CH2:22][CH2:23][CH2:24][CH2:25][CH2:26][CH3:27]. (2) Given the reactants Cl[C:2]1[CH:7]=[CH:6][C:5]([N+:8]([O-:10])=[O:9])=[CH:4][N:3]=1.[C:11]([C:16]1[CH:21]=[CH:20][C:19]([OH:22])=[CH:18][CH:17]=1)([CH2:14][CH3:15])([CH3:13])[CH3:12].C([O-])([O-])=O.[K+].[K+], predict the reaction product. The product is: [N+:8]([C:5]1[CH:6]=[CH:7][C:2]([O:22][C:19]2[CH:20]=[CH:21][C:16]([C:11]([CH2:14][CH3:15])([CH3:12])[CH3:13])=[CH:17][CH:18]=2)=[N:3][CH:4]=1)([O-:10])=[O:9]. (3) Given the reactants [CH3:1][N:2]([CH:4]=[O:5])[CH3:3].P(Cl)(Cl)(Cl)=O.[CH2:11]([NH:18][C:19]1[C:20]([C:27]([O:29][CH2:30][CH3:31])=[O:28])=CN(C)[C:23](=[O:25])[CH:24]=1)[C:12]1[CH:17]=[CH:16][CH:15]=[CH:14][CH:13]=1, predict the reaction product. The product is: [CH2:11]([NH:18][C:19]1[C:20]([C:27]([O:29][CH2:30][CH3:31])=[O:28])=[CH:1][N:2]([CH3:3])[C:4](=[O:5])[C:24]=1[CH:23]=[O:25])[C:12]1[CH:17]=[CH:16][CH:15]=[CH:14][CH:13]=1. (4) Given the reactants C(OC(=O)[NH:7][CH:8]([C:10]1[N:14]([C:15]2[CH:20]=[CH:19][N:18]=[CH:17][CH:16]=2)[C:13]2[CH:21]=[C:22]([F:25])[CH:23]=[CH:24][C:12]=2[N:11]=1)[CH3:9])(C)(C)C, predict the reaction product. The product is: [F:25][C:22]1[CH:23]=[CH:24][C:12]2[N:11]=[C:10]([CH:8]([NH2:7])[CH3:9])[N:14]([C:15]3[CH:20]=[CH:19][N:18]=[CH:17][CH:16]=3)[C:13]=2[CH:21]=1. (5) Given the reactants Br[C:2]1[C:10]2[C:5](=[CH:6][CH:7]=[C:8]([C:11]#[N:12])[CH:9]=2)[N:4]([C:13]([O:15][C:16]([CH3:19])([CH3:18])[CH3:17])=[O:14])[C:3]=1[C:20]1[CH:25]=[CH:24][CH:23]=[CH:22][CH:21]=1.[C-:26]#[N:27].[Na+], predict the reaction product. The product is: [C:26]([C:2]1[C:10]2[C:5](=[CH:6][CH:7]=[C:8]([C:11]#[N:12])[CH:9]=2)[N:4]([C:13]([O:15][C:16]([CH3:19])([CH3:18])[CH3:17])=[O:14])[C:3]=1[C:20]1[CH:25]=[CH:24][CH:23]=[CH:22][CH:21]=1)#[N:27]. (6) The product is: [CH3:2][CH:1]([C:4]1[N:5]=[C:6]2[C:11]([C:12]#[N:13])=[CH:10][CH:9]=[CH:8][N:7]2[C:14]=1[C:16]1[CH:17]=[CH:18][C:19]([O:20][C:21]2[CH:26]=[CH:25][CH:24]=[C:23]([S:27]([CH3:30])(=[O:29])=[O:28])[CH:22]=2)=[CH:31][CH:32]=1)[CH3:3]. Given the reactants [CH:1]([C:4]1[N:5]=[C:6]2[C:11]([C:12]#[N:13])=[CH:10][CH:9]=[CH:8][N:7]2[CH:14]=1)([CH3:3])[CH3:2].Br[C:16]1[CH:32]=[CH:31][C:19]([O:20][C:21]2[CH:26]=[CH:25][CH:24]=[C:23]([S:27]([CH3:30])(=[O:29])=[O:28])[CH:22]=2)=[CH:18][CH:17]=1, predict the reaction product. (7) Given the reactants [Li+].CC([N-]C(C)C)C.[C:9]([N:16]1[CH2:23][CH2:22][CH2:21][C@H:17]1[C:18]([OH:20])=[O:19])([O:11][C:12]([CH3:15])([CH3:14])[CH3:13])=[O:10].[CH2:35](C(OC(Cl)[CH2:35][C:36]1[CH:41]=[CH:40][CH:39]=[CH:38][CH:37]=1)Cl)[C:36]1[CH:41]=[CH:40][CH:39]=[CH:38][CH:37]=1.C1C[O:46][CH2:45]C1.CCCCCCC, predict the reaction product. The product is: [C:12]([O:11][C:9]([N:16]1[CH2:23][CH2:22][CH2:21][C:17]1([CH2:45][O:46][CH2:35][C:36]1[CH:37]=[CH:38][CH:39]=[CH:40][CH:41]=1)[C:18]([OH:20])=[O:19])=[O:10])([CH3:15])([CH3:14])[CH3:13].